This data is from Forward reaction prediction with 1.9M reactions from USPTO patents (1976-2016). The task is: Predict the product of the given reaction. (1) Given the reactants C(OC)(=[O:3])C.Cl.[S:7]1[CH:11]=[CH:10][CH:9]=[C:8]1[CH2:12][CH2:13][NH:14][CH:15]([C:18]1[CH:23]=[CH:22][CH:21]=[CH:20][C:19]=1[Cl:24])[C:16]#[N:17].CO, predict the reaction product. The product is: [ClH:24].[S:7]1[CH:11]=[CH:10][CH:9]=[C:8]1[CH2:12][CH2:13][NH:14][CH:15]([C:18]1[CH:23]=[CH:22][CH:21]=[CH:20][C:19]=1[Cl:24])[C:16]([NH2:17])=[O:3]. (2) Given the reactants Br[C:2]1([O:24][CH3:25])[C:10]([C:11]([F:14])([F:13])[F:12])=[CH:9][C:8]2[N:7]([C:15](=[O:23])[NH:16][C:17]3[CH:18]=[N:19][CH:20]=[CH:21][CH:22]=3)[CH2:6][CH2:5][C:4]=2[CH2:3]1.[CH3:26][C:27]1[CH:32]=[CH:31][N:30]=[CH:29][C:28]=1B(O)O.O.C(=O)([O-])[O-].[Na+].[Na+], predict the reaction product. The product is: [CH3:26][C:27]1[CH:32]=[CH:31][N:30]=[CH:29][C:28]=1[C:21]1[CH:22]=[C:17]([NH:16][C:15]([N:7]2[C:8]3[C:4](=[CH:3][C:2]([O:24][CH3:25])=[C:10]([C:11]([F:14])([F:13])[F:12])[CH:9]=3)[CH2:5][CH2:6]2)=[O:23])[CH:18]=[N:19][CH:20]=1. (3) Given the reactants [Cl:1][C:2]1[CH:7]=[CH:6][C:5]([C:8]2[CH:13]=[CH:12][N:11]3[C:14](=[O:31])[N:15]([CH2:17][C:18]4[C:19]([C:28](Cl)=[O:29])=[N:20][C:21]([C:24]([F:27])([F:26])[F:25])=[CH:22][CH:23]=4)[N:16]=[C:10]3[C:9]=2[C:32]2[CH:37]=[CH:36][N:35]=[CH:34][CH:33]=2)=[CH:4][CH:3]=1.[OH-].[NH4+:39], predict the reaction product. The product is: [Cl:1][C:2]1[CH:7]=[CH:6][C:5]([C:8]2[CH:13]=[CH:12][N:11]3[C:14](=[O:31])[N:15]([CH2:17][C:18]4[C:19]([C:28]([NH2:39])=[O:29])=[N:20][C:21]([C:24]([F:26])([F:25])[F:27])=[CH:22][CH:23]=4)[N:16]=[C:10]3[C:9]=2[C:32]2[CH:37]=[CH:36][N:35]=[CH:34][CH:33]=2)=[CH:4][CH:3]=1. (4) Given the reactants C(OC(=O)[NH:7][CH2:8][C@@H:9]1[O:13][C:12](=[O:14])[N:11]([C:15]2[CH:28]=[CH:27][C:18]3[C:19]4[NH:20][N:21]=[CH:22][C:23]=4[CH2:24][CH2:25][CH2:26][C:17]=3[CH:16]=2)[CH2:10]1)(C)(C)C.[ClH:30], predict the reaction product. The product is: [ClH:30].[NH2:7][CH2:8][C@@H:9]1[O:13][C:12](=[O:14])[N:11]([C:15]2[CH:28]=[CH:27][C:18]3[C:19]4[NH:20][N:21]=[CH:22][C:23]=4[CH2:24][CH2:25][CH2:26][C:17]=3[CH:16]=2)[CH2:10]1. (5) Given the reactants [Cl:1][C:2]1[N:3]=[C:4]([C:9]([NH:11][C:12]2[CH:27]=[CH:26][C:15]3[C:16]([CH2:24][CH3:25])=[C:17]([C:19]([O:21]CC)=[O:20])[S:18][C:14]=3[CH:13]=2)=[O:10])[NH:5][C:6]=1[CH2:7][CH3:8].[OH-].[Li+], predict the reaction product. The product is: [Cl:1][C:2]1[N:3]=[C:4]([C:9]([NH:11][C:12]2[CH:27]=[CH:26][C:15]3[C:16]([CH2:24][CH3:25])=[C:17]([C:19]([OH:21])=[O:20])[S:18][C:14]=3[CH:13]=2)=[O:10])[NH:5][C:6]=1[CH2:7][CH3:8]. (6) Given the reactants [N:1]1([CH2:6][C:7]2[CH:12]=[CH:11][C:10]([N:13]3[CH2:18][CH2:17][CH:16]([CH:19]=O)[CH2:15][CH2:14]3)=[CH:9][CH:8]=2)[CH2:5][CH2:4][CH2:3][CH2:2]1.[CH:21]1([NH2:27])[CH2:26][CH2:25][CH2:24][CH2:23][CH2:22]1, predict the reaction product. The product is: [CH:21]1([NH:27][CH2:19][CH:16]2[CH2:17][CH2:18][N:13]([C:10]3[CH:11]=[CH:12][C:7]([CH2:6][N:1]4[CH2:5][CH2:4][CH2:3][CH2:2]4)=[CH:8][CH:9]=3)[CH2:14][CH2:15]2)[CH2:26][CH2:25][CH2:24][CH2:23][CH2:22]1. (7) Given the reactants [Cl:1][C:2]1[N:7]=[C:6]([C:8]2[CH:9]=[CH:10][C:11]([O:16][CH3:17])=[C:12]([CH:15]=2)[CH:13]=O)[CH:5]=[CH:4][N:3]=1.[C:18]([O:22][C:23]([N:25]1[CH2:30][CH2:29][CH:28]([NH2:31])[CH2:27][CH2:26]1)=[O:24])([CH3:21])([CH3:20])[CH3:19], predict the reaction product. The product is: [C:18]([O:22][C:23]([N:25]1[CH2:30][CH2:29][CH:28]([NH:31][CH2:13][C:12]2[CH:15]=[C:8]([C:6]3[CH:5]=[CH:4][N:3]=[C:2]([Cl:1])[N:7]=3)[CH:9]=[CH:10][C:11]=2[O:16][CH3:17])[CH2:27][CH2:26]1)=[O:24])([CH3:21])([CH3:19])[CH3:20].